This data is from Full USPTO retrosynthesis dataset with 1.9M reactions from patents (1976-2016). The task is: Predict the reactants needed to synthesize the given product. Given the product [CH2:16]([O:18][C:19]([C:20]1[C:21]2[C:26](=[CH:25][C:24]([O:27][CH3:28])=[C:23]([O:29][CH3:30])[CH:22]=2)[C:12]([CH2:11][C:7]2[CH:8]=[CH:9][CH:10]=[C:5]([O:4][CH:1]([CH3:2])[CH3:3])[CH:6]=2)=[N:32][CH:31]=1)=[O:33])[CH3:17], predict the reactants needed to synthesize it. The reactants are: [CH:1]([O:4][C:5]1[CH:6]=[C:7]([CH2:11][C:12](O)=O)[CH:8]=[CH:9][CH:10]=1)([CH3:3])[CH3:2].Cl.[CH2:16]([O:18][C:19](=[O:33])[CH:20]([CH2:31][NH2:32])[C:21]1[CH:26]=[CH:25][C:24]([O:27][CH3:28])=[C:23]([O:29][CH3:30])[CH:22]=1)[CH3:17].C(N(CC)CC)C.CN(C(ON1N=NC2C=CC=CC1=2)=[N+](C)C)C.F[P-](F)(F)(F)(F)F.P(Cl)(Cl)(Cl)(Cl)Cl.[S].